Predict the reactants needed to synthesize the given product. From a dataset of Full USPTO retrosynthesis dataset with 1.9M reactions from patents (1976-2016). Given the product [CH3:19][Si:18]([CH3:21])([CH3:20])[O:17][CH2:16][CH2:15][C:9]1([Si:6]([CH3:7])([CH3:8])[CH:1]2[CH:2]=[CH:3][CH:4]=[CH:5]2)[CH:10]=[CH:11][CH:12]=[CH:13]1, predict the reactants needed to synthesize it. The reactants are: [CH:1]1([Si:6]([CH:9]2[CH:13]=[CH:12][CH:11]=[CH:10]2)([CH3:8])[CH3:7])[CH:5]=[CH:4][CH:3]=[CH:2]1.Br[CH2:15][CH2:16][O:17][Si:18]([CH3:21])([CH3:20])[CH3:19].